From a dataset of Forward reaction prediction with 1.9M reactions from USPTO patents (1976-2016). Predict the product of the given reaction. (1) The product is: [CH3:1][O:2][C:3]1[CH:18]=[CH:17][C:6]([C:7]([O:9][CH2:10][C:11]2[CH:16]=[CH:15][CH:14]=[CH:13][CH:12]=2)=[O:8])=[CH:5][C:4]=1[NH:19][S:20]([CH2:23][CH2:24][N:29]1[CH2:30][CH2:31][N:26]([CH3:25])[CH2:27][CH2:28]1)(=[O:21])=[O:22]. Given the reactants [CH3:1][O:2][C:3]1[CH:18]=[CH:17][C:6]([C:7]([O:9][CH2:10][C:11]2[CH:16]=[CH:15][CH:14]=[CH:13][CH:12]=2)=[O:8])=[CH:5][C:4]=1[NH:19][S:20]([CH:23]=[CH2:24])(=[O:22])=[O:21].[CH3:25][N:26]1[CH2:31][CH2:30][NH:29][CH2:28][CH2:27]1, predict the reaction product. (2) Given the reactants [OH:1][CH2:2][C:3]([C@H:5]([C@@H:7]([C@@H:9]([CH2:11][OH:12])O)[OH:8])[OH:6])=[O:4].[CH2:13]([NH2:20])[C:14]1[CH:19]=[CH:18][CH:17]=[CH:16][CH:15]=1.C(Cl)Cl.CO.[NH4+].[OH-].C(O)(=O)C, predict the reaction product. The product is: [CH2:13]([NH:20][C@@H:9]([C@H:7]([C@@H:5]([C@@H:3]([CH2:2][OH:1])[OH:4])[OH:6])[OH:8])[CH:11]=[O:12])[C:14]1[CH:19]=[CH:18][CH:17]=[CH:16][CH:15]=1. (3) The product is: [F:45][C:42]([F:44])([F:43])[C:40]1[CH:39]=[C:15]([CH:14]=[C:13]([C:12]([F:11])([F:46])[F:47])[CH:41]=1)[C:16]([N:18]1[CH2:23][CH2:22][N:21]([CH2:24][C:25]2[CH:29]=[N:28][N:27]([CH2:8][CH2:9][OH:10])[CH:26]=2)[CH2:20][C@H:19]1[CH2:30][C:31]1[CH:36]=[CH:35][C:34]([CH3:37])=[C:33]([CH3:38])[CH:32]=1)=[O:17]. Given the reactants C(=O)([O-])[O-].[K+].[K+].Br[CH2:8][CH2:9][OH:10].[F:11][C:12]([F:47])([F:46])[C:13]1[CH:14]=[C:15]([CH:39]=[C:40]([C:42]([F:45])([F:44])[F:43])[CH:41]=1)[C:16]([N:18]1[CH2:23][CH2:22][N:21]([CH2:24][C:25]2[CH:26]=[N:27][NH:28][CH:29]=2)[CH2:20][C@H:19]1[CH2:30][C:31]1[CH:36]=[CH:35][C:34]([CH3:37])=[C:33]([CH3:38])[CH:32]=1)=[O:17].O, predict the reaction product.